Dataset: Full USPTO retrosynthesis dataset with 1.9M reactions from patents (1976-2016). Task: Predict the reactants needed to synthesize the given product. Given the product [F:13][C:14]1[CH:19]=[CH:18][CH:17]=[C:16]([F:20])[C:15]=1[S:21]([NH:12][C:10]1[CH:11]=[C:2]([F:1])[CH:3]=[C:4]2[C:9]=1[N:8]=[CH:7][CH:6]=[CH:5]2)(=[O:23])=[O:22], predict the reactants needed to synthesize it. The reactants are: [F:1][C:2]1[CH:3]=[C:4]2[C:9](=[C:10]([NH2:12])[CH:11]=1)[N:8]=[CH:7][CH:6]=[CH:5]2.[F:13][C:14]1[CH:19]=[CH:18][CH:17]=[C:16]([F:20])[C:15]=1[S:21](Cl)(=[O:23])=[O:22].